Task: Predict the product of the given reaction.. Dataset: Forward reaction prediction with 1.9M reactions from USPTO patents (1976-2016) (1) Given the reactants [N:1]1([C:7]2[CH:16]=[C:15]3[C:10]([CH2:11][NH:12][C:13](=[O:17])[NH:14]3)=[CH:9][CH:8]=2)[CH2:6][CH2:5][NH:4][CH2:3][CH2:2]1.[C:18]1([C:26]2[CH:31]=[CH:30][CH:29]=[CH:28][CH:27]=2)[CH:23]=[CH:22][C:21]([CH:24]=O)=[CH:20][CH:19]=1.CCN(CC)CC.[BH-](OC(C)=O)(OC(C)=O)OC(C)=O.[Na+].C([O-])(O)=O.[Na+], predict the reaction product. The product is: [C:18]1([C:26]2[CH:27]=[CH:28][CH:29]=[CH:30][CH:31]=2)[CH:19]=[CH:20][C:21]([CH2:24][N:4]2[CH2:5][CH2:6][N:1]([C:7]3[CH:16]=[C:15]4[C:10]([CH2:11][NH:12][C:13](=[O:17])[NH:14]4)=[CH:9][CH:8]=3)[CH2:2][CH2:3]2)=[CH:22][CH:23]=1. (2) Given the reactants [CH3:1][CH2:2]/[C:3](/[C:23]1[CH:24]=[CH:25][CH:26]=[CH:27][CH:28]=1)=[C:4](/[C:11]1[CH:12]=[CH:13][C:14]([O:17][CH2:18][CH2:19][N:20]([CH3:22])[CH3:21])=[CH:15][CH:16]=1)\[C:5]1[CH:6]=[CH:7][CH:8]=[CH:9][CH:10]=1.C(C(O)(C(O)=O)CC(O)=O)C(O)=O.CC1C2C=C(O)C=CC=2N(CC2C=CC(OCCN3CCCCC3)=CC=2)C=1C1C=CC(O)=CC=1, predict the reaction product. The product is: [CH3:1][CH2:2]/[C:3](/[C:23]1[CH:28]=[CH:27][CH:26]=[CH:25][CH:24]=1)=[C:4](/[C:11]1[CH:12]=[CH:13][C:14]([O:17][CH2:18][CH2:19][N:20]([CH3:22])[CH3:21])=[CH:15][CH:16]=1)\[C:5]1[CH:6]=[CH:7][CH:8]=[CH:9][CH:10]=1. (3) The product is: [CH3:1][O:2][C:3]1[C:8]([C:9]([F:11])([F:10])[F:12])=[CH:7][CH:6]=[CH:5][C:4]=1[CH:13]1[CH2:18][CH2:17][N:16]([CH2:26][CH2:27][CH3:28])[CH2:15][CH2:14]1. Given the reactants [CH3:1][O:2][C:3]1[C:8]([C:9]([F:12])([F:11])[F:10])=[CH:7][CH:6]=[CH:5][C:4]=1[CH:13]1[CH2:18][CH2:17][NH:16][CH2:15][CH2:14]1.C(=O)([O-])[O-].[K+].[K+].I[CH2:26][CH2:27][CH3:28].Cl, predict the reaction product. (4) Given the reactants [N:1]1[C:6]2[NH:7][CH:8]=[CH:9][C:5]=2[CH:4]=[C:3]([C:10]2[CH:11]=[N:12][N:13]([CH:15]3[CH2:20][CH2:19][N:18]([C:21]([O:23][C:24]([CH3:27])([CH3:26])[CH3:25])=[O:22])[CH2:17][CH2:16]3)[CH:14]=2)[N:2]=1.[Cl:28][C:29]1[C:36]([F:37])=[CH:35][CH:34]=[C:33]([Cl:38])[C:30]=1[CH:31]=[O:32].[OH-].[K+].O.[CH3:42]O, predict the reaction product. The product is: [Cl:28][C:29]1[C:36]([F:37])=[CH:35][CH:34]=[C:33]([Cl:38])[C:30]=1[CH:31]([O:32][CH3:42])[C:9]1[C:5]2[CH:4]=[C:3]([C:10]3[CH:11]=[N:12][N:13]([CH:15]4[CH2:16][CH2:17][N:18]([C:21]([O:23][C:24]([CH3:27])([CH3:26])[CH3:25])=[O:22])[CH2:19][CH2:20]4)[CH:14]=3)[N:2]=[N:1][C:6]=2[NH:7][CH:8]=1. (5) Given the reactants [NH2:1][C:2]1[CH:6]=[CH:5][O:4][N:3]=1.[Br:7][C:8]1[CH:13]=[CH:12][C:11]([N:14]2[C:23]3[C:18](=[CH:19][C:20]([S:24](OC4C(F)=C(F)C(F)=C(F)C=4F)(=[O:26])=[O:25])=[CH:21][CH:22]=3)[CH:17]=[CH:16][C:15]2=[O:39])=[C:10]([O:40][CH3:41])[CH:9]=1.[Li+].C[Si]([N-][Si](C)(C)C)(C)C.Cl, predict the reaction product. The product is: [Br:7][C:8]1[CH:13]=[CH:12][C:11]([N:14]2[C:23]3[C:18](=[CH:19][C:20]([S:24]([NH:1][C:2]4[CH:6]=[CH:5][O:4][N:3]=4)(=[O:26])=[O:25])=[CH:21][CH:22]=3)[CH:17]=[CH:16][C:15]2=[O:39])=[C:10]([O:40][CH3:41])[CH:9]=1. (6) Given the reactants [N+:1]([C:4]1[CH:5]=[C:6]([C:10]2[CH:15]=[CH:14][CH:13]=[CH:12][CH:11]=2)[CH:7]=[CH:8][CH:9]=1)([O-:3])=[O:2].C(Cl)(Cl)Cl.C[C:21](C)([O-:23])C.[K+].C(=O)(O)[O-].[Na+], predict the reaction product. The product is: [N+:1]([C:4]1[CH:5]=[C:6]([C:10]2[CH:11]=[CH:12][CH:13]=[CH:14][CH:15]=2)[CH:7]=[CH:8][C:9]=1[CH:21]=[O:23])([O-:3])=[O:2]. (7) The product is: [OH:1][CH2:2][CH2:3][N:4]([CH2:31][C:30]1[CH:29]=[CH:28][C:27]([C:25]2[S:26][C:19]3[C:18]([NH:17][C:13]4[CH:12]=[C:11]5[C:16](=[CH:15][CH:14]=4)[NH:8][CH:9]=[CH:10]5)=[N:23][CH:22]=[N:21][C:20]=3[CH:24]=2)=[CH:34][CH:33]=1)[CH2:5][CH2:6][OH:7]. Given the reactants [OH:1][CH2:2][CH2:3][NH:4][CH2:5][CH2:6][OH:7].[NH:8]1[C:16]2[C:11](=[CH:12][C:13]([NH:17][C:18]3[C:19]4[S:26][C:25]([C:27]5[CH:34]=[CH:33][C:30]([CH:31]=O)=[CH:29][CH:28]=5)=[CH:24][C:20]=4[N:21]=[CH:22][N:23]=3)=[CH:14][CH:15]=2)[CH:10]=[CH:9]1.Cl, predict the reaction product. (8) Given the reactants [Cl:1][C:2]1[C:3]([NH:12][S:13]([C:16]2[CH:25]=[CH:24][C:19]([C:20]([O:22][CH3:23])=[O:21])=[CH:18][CH:17]=2)(=[O:15])=[O:14])=[N:4][CH:5]=[C:6]([C:8]([F:11])([F:10])[F:9])[CH:7]=1.Br[CH2:27][C:28]1[CH:33]=[CH:32][C:31]([F:34])=[CH:30][CH:29]=1, predict the reaction product. The product is: [Cl:1][C:2]1[C:3]([N:12]([CH2:27][C:28]2[CH:33]=[CH:32][C:31]([F:34])=[CH:30][CH:29]=2)[S:13]([C:16]2[CH:25]=[CH:24][C:19]([C:20]([O:22][CH3:23])=[O:21])=[CH:18][CH:17]=2)(=[O:15])=[O:14])=[N:4][CH:5]=[C:6]([C:8]([F:11])([F:9])[F:10])[CH:7]=1.